This data is from Forward reaction prediction with 1.9M reactions from USPTO patents (1976-2016). The task is: Predict the product of the given reaction. (1) Given the reactants Br[CH2:2][C:3]([NH:5][C:6]1[S:7][C:8]([C:16]([CH:18]2[CH2:23][CH2:22][O:21][CH2:20][CH2:19]2)=[O:17])=[C:9]([C:11]2[O:12][CH:13]=[CH:14][CH:15]=2)[N:10]=1)=[O:4].[CH3:24][NH:25][CH3:26], predict the reaction product. The product is: [CH3:24][N:25]([CH3:26])[CH2:2][C:3]([NH:5][C:6]1[S:7][C:8]([C:16]([CH:18]2[CH2:23][CH2:22][O:21][CH2:20][CH2:19]2)=[O:17])=[C:9]([C:11]2[O:12][CH:13]=[CH:14][CH:15]=2)[N:10]=1)=[O:4]. (2) Given the reactants [C:1]([NH:4][C:5]1[CH:14]=[CH:13][C:12]2[C:7](=[CH:8][CH:9]=[C:10]([CH3:15])[CH:11]=2)[N:6]=1)(=[O:3])[CH3:2].[Br:16]N1C(=O)CCC1=O, predict the reaction product. The product is: [C:1]([NH:4][C:5]1[CH:14]=[CH:13][C:12]2[C:7](=[CH:8][CH:9]=[C:10]([CH2:15][Br:16])[CH:11]=2)[N:6]=1)(=[O:3])[CH3:2]. (3) Given the reactants [O-][Mn](=O)(=O)=O.[K+].[N+:7]([O-:21])([O:9][CH2:10][CH2:11][CH2:12][C:13]1[CH:18]=[CH:17][C:16]([CH:19]=[O:20])=[CH:15][CH:14]=1)=[O:8].CC[O:24]C(C)=O.C(O)=O.C(O)(=O)C(O)=O, predict the reaction product. The product is: [N+:7]([O:9][CH2:10][CH2:11][CH2:12][C:13]1[CH:18]=[CH:17][C:16]([C:19]([OH:24])=[O:20])=[CH:15][CH:14]=1)([O-:21])=[O:8]. (4) Given the reactants [CH2:1]([C:3]1[CH:4]=[C:5]([CH2:8][OH:9])[S:6][CH:7]=1)[CH3:2].[H-].[Na+].Cl[C:13]1[CH:21]2[CH:16]([CH:17]3[O:22][CH:20]2[CH2:19][CH2:18]3)[C:15](=[O:23])[CH:14]=1, predict the reaction product. The product is: [CH2:1]([C:3]1[CH:4]=[C:5]([CH2:8][O:9][C:13]2[CH:21]3[CH:16]([CH:17]4[O:22][CH:20]3[CH2:19][CH2:18]4)[C:15](=[O:23])[CH:14]=2)[S:6][CH:7]=1)[CH3:2]. (5) Given the reactants [F:1][C:2]1[C:3]([C:9]2[N:10]([CH:18]3[CH2:23][CH2:22][O:21][CH2:20][CH2:19]3)[C:11]([C:14]([F:17])([F:16])[F:15])=[N:12][CH:13]=2)=[N:4][C:5]([NH2:8])=[N:6][CH:7]=1.[Cl:24][C:25]1[C:26]([C:32]([N:34]2[CH2:39][CH2:38][N:37]([CH3:40])[CH2:36][CH2:35]2)=[O:33])=[N:27][CH:28]=[C:29](Cl)[CH:30]=1.C([O-])([O-])=O.[Cs+].[Cs+].CC(C1C=C(C(C)C)C(C2C=CC=CC=2P(C2CCCCC2)C2CCCCC2)=C(C(C)C)C=1)C, predict the reaction product. The product is: [Cl:24][C:25]1[C:26]([C:32]([N:34]2[CH2:35][CH2:36][N:37]([CH3:40])[CH2:38][CH2:39]2)=[O:33])=[N:27][CH:28]=[C:29]([NH:8][C:5]2[N:4]=[C:3]([C:9]3[N:10]([CH:18]4[CH2:23][CH2:22][O:21][CH2:20][CH2:19]4)[C:11]([C:14]([F:16])([F:15])[F:17])=[N:12][CH:13]=3)[C:2]([F:1])=[CH:7][N:6]=2)[CH:30]=1. (6) Given the reactants [Cl:1][C:2]1[CH:7]=[CH:6][CH:5]=[C:4]([Cl:8])[C:3]=1[OH:9].Cl[C:11]1[S:15][C:14]([C:16]([O:18][CH3:19])=[O:17])=[CH:13][C:12]=1[N+:20]([O-:22])=[O:21], predict the reaction product. The product is: [Cl:1][C:2]1[CH:7]=[CH:6][CH:5]=[C:4]([Cl:8])[C:3]=1[O:9][C:11]1[S:15][C:14]([C:16]([O:18][CH3:19])=[O:17])=[CH:13][C:12]=1[N+:20]([O-:22])=[O:21]. (7) Given the reactants [CH3:1][N:2]1[C:7](=[O:8])[CH:6]=[C:5]([N:9]2[CH2:14][CH2:13][O:12][CH2:11][CH2:10]2)[N:4]=[C:3]1[CH2:15][C:16]([O-:18])=O.[Na+].[F:20][C:21]1[CH:27]=[CH:26][C:24]([NH2:25])=[CH:23][C:22]=1[O:28][CH3:29].Cl.CN(C)CCCN=C=NCC.C(Cl)Cl.CO, predict the reaction product. The product is: [F:20][C:21]1[CH:27]=[CH:26][C:24]([NH:25][C:16](=[O:18])[CH2:15][C:3]2[N:2]([CH3:1])[C:7](=[O:8])[CH:6]=[C:5]([N:9]3[CH2:10][CH2:11][O:12][CH2:13][CH2:14]3)[N:4]=2)=[CH:23][C:22]=1[O:28][CH3:29].